Dataset: Reaction yield outcomes from USPTO patents with 853,638 reactions. Task: Predict the reaction yield, written as a fraction of the theoretical maximum amount of product (1.0 means a 100% yield; for example, 0.34 means a 34% yield). (1) The reactants are [CH3:1][C:2]([CH3:7])=[CH:3][C:4]([OH:6])=[O:5].[CH3:8][CH2:9][CH:10]([CH2:12]O)[CH3:11].CC1C=CC=CC=1.O. The catalyst is CCCCCCC. The product is [CH3:1][C:2]([CH3:7])=[CH:3][C:4]([O:6][CH2:11][CH:10]([CH3:12])[CH2:9][CH3:8])=[O:5]. The yield is 0.905. (2) The reactants are Br.[Cl:2][C:3]1[CH:8]=[C:7]([Cl:9])[CH:6]=[CH:5][C:4]=1[C:10]1([OH:37])[C:18]2[C:13](=[CH:14][C:15]([C:23](O)=[O:24])=[CH:16][C:17]=2[C:19]([F:22])([F:21])[F:20])[N:12]([CH2:26][C@H:27]2[CH2:30][C@H:29]([N:31]([CH2:34][CH3:35])[CH2:32][CH3:33])[CH2:28]2)[C:11]1=[O:36].[CH3:38][NH2:39]. No catalyst specified. The product is [ClH:2].[CH3:38][NH:39][C:23]([C:15]1[CH:14]=[C:13]2[C:18]([C:10]([C:4]3[CH:5]=[CH:6][C:7]([Cl:9])=[CH:8][C:3]=3[Cl:2])([OH:37])[C:11](=[O:36])[N:12]2[CH2:26][C@H:27]2[CH2:30][C@H:29]([N:31]([CH2:34][CH3:35])[CH2:32][CH3:33])[CH2:28]2)=[C:17]([C:19]([F:20])([F:22])[F:21])[CH:16]=1)=[O:24]. The yield is 0.400. (3) The reactants are [CH2:1]([CH:6]([C:12]([O:14][CH2:15][CH3:16])=[O:13])[C:7]([O:9][CH2:10][CH3:11])=[O:8])[CH2:2][CH:3]([CH3:5])[CH3:4].[H-].[Na+].[H][H].I[CH3:22]. The catalyst is CN(C)C=O.C(OCC)C. The product is [CH2:10]([O:9][C:7](=[O:8])[C:6]([CH3:22])([CH2:1][CH2:2][CH:3]([CH3:5])[CH3:4])[C:12]([O:14][CH2:15][CH3:16])=[O:13])[CH3:11]. The yield is 0.850. (4) The reactants are I[C:2]1[C:10]2[C:5](=[CH:6][C:7]([C:11]([O:13][CH3:14])=O)=[CH:8][CH:9]=2)[NH:4]N=1.Cl[CH2:16]Cl.[OH-:18].[NH4+:19].[Cl-].[NH4+:21]. The catalyst is CC(N(C)C)=O.[Zn].[C-]#N.[Zn+2].[C-]#N.Cl[Pd]Cl.C1(P(C2C=CC=CC=2)[C-]2C=CC=C2)C=CC=CC=1.[C-]1(P(C2C=CC=CC=2)C2C=CC=CC=2)C=CC=C1.[Fe+2].[Cu]I. The product is [C:16]([C:2]1[C:10]2[C:5](=[CH:6][C:7]([C:11]([O:13][CH3:14])=[O:18])=[CH:8][CH:9]=2)[NH:4][N:21]=1)#[N:19]. The yield is 0.730. (5) The reactants are [CH2:1]([O:3][C:4]([C:6]1[CH:7]=[N:8][C:9]2[C:14]([C:15]=1Cl)=[CH:13][CH:12]=[CH:11][C:10]=2[O:17][CH3:18])=[O:5])[CH3:2].[CH3:19][O:20][CH2:21][CH2:22][CH2:23][NH2:24]. No catalyst specified. The product is [CH2:1]([O:3][C:4]([C:6]1[CH:7]=[N:8][C:9]2[C:14]([C:15]=1[NH:24][CH2:23][CH2:22][CH2:21][O:20][CH3:19])=[CH:13][CH:12]=[CH:11][C:10]=2[O:17][CH3:18])=[O:5])[CH3:2]. The yield is 1.00.